Predict the product of the given reaction. From a dataset of Forward reaction prediction with 1.9M reactions from USPTO patents (1976-2016). (1) Given the reactants [NH2:1][C:2]1[C:3]([NH:9][C:10]2[CH:17]=[CH:16][C:13]([C:14]#[N:15])=[CH:12][CH:11]=2)=[CH:4][C:5]([Br:8])=[N:6][CH:7]=1.[CH2:18](OC(OCC)OCC)C, predict the reaction product. The product is: [Br:8][C:5]1[N:6]=[CH:7][C:2]2[N:1]=[CH:18][N:9]([C:10]3[CH:17]=[CH:16][C:13]([C:14]#[N:15])=[CH:12][CH:11]=3)[C:3]=2[CH:4]=1. (2) Given the reactants [F:1][C:2]1[CH:3]=[C:4]([F:22])[C:5]2[N:6]([C:8]([C:11]([NH:14][C:15](=[O:21])[O:16][C:17]([CH3:20])([CH3:19])[CH3:18])([CH3:13])[CH3:12])=[N:9][N:10]=2)[CH:7]=1.[Li+].C[Si]([N-][Si](C)(C)C)(C)C.[I:33]I, predict the reaction product. The product is: [F:1][C:2]1[C:3]([I:33])=[C:4]([F:22])[C:5]2[N:6]([C:8]([C:11]([NH:14][C:15](=[O:21])[O:16][C:17]([CH3:20])([CH3:19])[CH3:18])([CH3:13])[CH3:12])=[N:9][N:10]=2)[CH:7]=1. (3) Given the reactants [Cl:1][C:2]1[N:7]=[C:6](Cl)[C:5]([N+:9]([O-:11])=[O:10])=[CH:4][N:3]=1.[N:12]1[C:21]2[C:16](=[CH:17][CH:18]=[CH:19][CH:20]=2)[CH:15]=[CH:14][C:13]=1[CH2:22][C:23]([O:25][CH2:26][CH3:27])=[O:24], predict the reaction product. The product is: [Cl:1][C:2]1[N:7]=[C:6]([C:22](=[C:13]2[CH:14]=[CH:15][C:16]3[C:21](=[CH:20][CH:19]=[CH:18][CH:17]=3)[NH:12]2)[C:23]([O:25][CH2:26][CH3:27])=[O:24])[C:5]([N+:9]([O-:11])=[O:10])=[CH:4][N:3]=1.